Predict the reactants needed to synthesize the given product. From a dataset of Full USPTO retrosynthesis dataset with 1.9M reactions from patents (1976-2016). (1) Given the product [CH3:24][O:25][C:20]1[CH:21]=[CH:22][C:17]([N:15]2[C:14](=[O:23])[C:8]3=[CH:9][NH:10][C:11]4[CH:12]=[CH:13][C:4]([N+:1]([O-:3])=[O:2])=[CH:5][C:6]=4[C:7]3=[N:16]2)=[CH:18][CH:19]=1, predict the reactants needed to synthesize it. The reactants are: [N+:1]([C:4]1[CH:13]=[CH:12][C:11]2[NH:10][CH:9]=[C:8]3[C:14](=[O:23])[N:15]([C:17]4[CH:22]=[CH:21][CH:20]=[CH:19][CH:18]=4)[N:16]=[C:7]3[C:6]=2[CH:5]=1)([O-:3])=[O:2].[CH3:24][O:25]C1C=CC(NN)=CC=1. (2) Given the product [O:1]1[C:5]2[CH:6]=[CH:7][C:8]([C:10]3[CH:11]=[C:12]4[C:16](=[CH:17][CH:18]=3)[N:15]([CH3:26])[C:14]3[C:19]([CH3:23])=[N:20][CH:21]=[CH:22][C:13]4=3)=[CH:9][C:4]=2[CH2:3][CH2:2]1, predict the reactants needed to synthesize it. The reactants are: [O:1]1[C:5]2[CH:6]=[CH:7][C:8]([C:10]3[CH:11]=[C:12]4[C:16](=[CH:17][CH:18]=3)[NH:15][C:14]3[C:19]([CH3:23])=[N:20][CH:21]=[CH:22][C:13]4=3)=[CH:9][C:4]=2[CH2:3][CH2:2]1.[H-].[Na+].[CH3:26]Br. (3) Given the product [CH2:34]([NH:41][C:15]1[N:16]([S:17]([CH:20]([CH3:22])[CH3:21])(=[O:19])=[O:18])[C:12]2[CH:11]=[C:10]([C:8](=[O:9])[CH:7]([O:6][Si:5]([C:1]([CH3:4])([CH3:3])[CH3:2])([CH3:33])[CH3:32])[C:26]3[CH:31]=[CH:30][CH:29]=[CH:28][CH:27]=3)[CH:25]=[CH:24][C:13]=2[N:14]=1)[C:35]1[CH:40]=[CH:39][CH:38]=[CH:37][CH:36]=1, predict the reactants needed to synthesize it. The reactants are: [C:1]([Si:5]([CH3:33])([CH3:32])[O:6][CH:7]([C:26]1[CH:31]=[CH:30][CH:29]=[CH:28][CH:27]=1)[C:8]([C:10]1[CH:25]=[CH:24][C:13]2[N:14]=[C:15](Cl)[N:16]([S:17]([CH:20]([CH3:22])[CH3:21])(=[O:19])=[O:18])[C:12]=2[CH:11]=1)=[O:9])([CH3:4])([CH3:3])[CH3:2].[CH2:34]([NH2:41])[C:35]1[CH:40]=[CH:39][CH:38]=[CH:37][CH:36]=1.O.C(Cl)Cl. (4) Given the product [NH2:20][C@@H:7]1[CH2:8][C:9]2[C:14](=[CH:13][CH:12]=[CH:11][CH:10]=2)[C@H:6]1[NH:5][S:2]([CH3:1])(=[O:4])=[O:3], predict the reactants needed to synthesize it. The reactants are: [CH3:1][S:2]([NH:5][C@@H:6]1[C:14]2[C:9](=[CH:10][CH:11]=[CH:12][CH:13]=2)[CH2:8][C@@H:7]1OS(C)(=O)=O)(=[O:4])=[O:3].[N-:20]=[N+]=[N-].[Na+].